From a dataset of Retrosynthesis with 50K atom-mapped reactions and 10 reaction types from USPTO. Predict the reactants needed to synthesize the given product. (1) Given the product O=C(Cc1cc(F)cc(F)c1)Nn1nc(-c2ccccn2)c2ccccc2c1=O, predict the reactants needed to synthesize it. The reactants are: Nn1nc(-c2ccccn2)c2ccccc2c1=O.O=C(O)Cc1cc(F)cc(F)c1. (2) Given the product CCCC1NCC(C)N(Cc2ccc3c(N)ncnc3c2)C1=O, predict the reactants needed to synthesize it. The reactants are: CCCC1C(=O)N(Cc2ccc3c(N)ncnc3c2)C(C)CN1C(=O)OC(C)(C)C.